From a dataset of Forward reaction prediction with 1.9M reactions from USPTO patents (1976-2016). Predict the product of the given reaction. (1) Given the reactants Cl.[CH3:2][C:3]1[CH:8]=[CH:7][C:6]([CH2:9][C:10](=[NH:12])[NH2:11])=[CH:5][CH:4]=1.Cl.[CH2:14]([N:21]1[CH2:27][CH2:26][C:25](=O)[CH:24]([C:29](OCC)=[O:30])[CH2:23][CH2:22]1)[C:15]1[CH:20]=[CH:19][CH:18]=[CH:17][CH:16]=1.[O-]CC.[Na+], predict the reaction product. The product is: [CH2:14]([N:21]1[CH2:22][CH2:23][C:24]2[C:29](=[O:30])[NH:12][C:10]([CH2:9][C:6]3[CH:5]=[CH:4][C:3]([CH3:2])=[CH:8][CH:7]=3)=[N:11][C:25]=2[CH2:26][CH2:27]1)[C:15]1[CH:20]=[CH:19][CH:18]=[CH:17][CH:16]=1. (2) Given the reactants C(N([CH:7]([CH3:9])[CH3:8])CC)(C)C.C[NH3+].F[P-](F)(F)(F)(F)F.N1(OC(N(C)C)=[N+](C)C)[C:23]2N=CC=[CH:27][C:22]=2N=N1.F[P-](F)(F)(F)(F)F.C[N:44]([CH:46]=[O:47])C, predict the reaction product. The product is: [C:46]([NH2:44])(=[O:47])[C:8]1[CH:7]=[CH:9][CH:27]=[CH:22][CH:23]=1. (3) Given the reactants [CH2:1]([N:3]([CH2:15][CH3:16])[CH2:4][CH2:5][CH2:6][O:7][C:8]1[CH:13]=[CH:12][C:11]([NH2:14])=[CH:10][CH:9]=1)[CH3:2].[F:17][C:18]1[CH:19]=[C:20]2[C:24](=[CH:25][CH:26]=1)[NH:23][C:22](=[O:27])[C:21]2=[CH:28]O, predict the reaction product. The product is: [CH2:15]([N:3]([CH2:1][CH3:2])[CH2:4][CH2:5][CH2:6][O:7][C:8]1[CH:9]=[CH:10][C:11]([NH:14][CH:28]=[C:21]2[C:20]3[C:24](=[CH:25][CH:26]=[C:18]([F:17])[CH:19]=3)[NH:23][C:22]2=[O:27])=[CH:12][CH:13]=1)[CH3:16]. (4) The product is: [NH2:10][C:11]1([CH3:25])[CH2:16][CH2:15][N:14]([C:17]2[CH:18]=[N:19][CH:20]=[C:21]([C:23]#[N:24])[CH:22]=2)[CH2:13][CH2:12]1. Given the reactants C(OC(=O)[NH:10][C:11]1([CH3:25])[CH2:16][CH2:15][N:14]([C:17]2[CH:18]=[N:19][CH:20]=[C:21]([C:23]#[N:24])[CH:22]=2)[CH2:13][CH2:12]1)C1C=CC=CC=1.C([O-])=O.[NH4+], predict the reaction product. (5) Given the reactants [Cl:1][C:2]1[CH:3]=[C:4]2[C:9](=[CH:10][CH:11]=1)[CH:8]=[C:7]([S:12]([NH:15][C@H:16]1[CH2:20][CH2:19][N:18]([C@@H:21]([CH3:25])[C:22](O)=[O:23])[C:17]1=[O:26])(=[O:14])=[O:13])[CH:6]=[CH:5]2.Cl.CN(C)CCCN=C=NCC.C1C=CC2N(O)N=NC=2C=1.[NH:49]1[CH2:54][CH2:53][CH2:52][C@H:51]([NH:55][C:56](=[O:65])[O:57][CH2:58][C:59]2[CH:64]=[CH:63][CH:62]=[CH:61][CH:60]=2)[CH2:50]1, predict the reaction product. The product is: [Cl:1][C:2]1[CH:3]=[C:4]2[C:9](=[CH:10][CH:11]=1)[CH:8]=[C:7]([S:12]([NH:15][C@H:16]1[CH2:20][CH2:19][N:18]([C@@H:21]([CH3:25])[C:22]([N:49]3[CH2:54][CH2:53][CH2:52][C@H:51]([NH:55][C:56](=[O:65])[O:57][CH2:58][C:59]4[CH:64]=[CH:63][CH:62]=[CH:61][CH:60]=4)[CH2:50]3)=[O:23])[C:17]1=[O:26])(=[O:14])=[O:13])[CH:6]=[CH:5]2. (6) Given the reactants [CH3:1][O:2][C:3]1[CH:4]=[C:5]([C:11]2[CH2:20][C:15]3([CH2:19][CH2:18][CH2:17][CH2:16]3)[C:14](=[O:21])[N:13]([CH:22]3[CH2:27][CH2:26][N:25]([C:28](=[O:38])[CH2:29][NH:30]C(=O)OC(C)(C)C)[CH2:24][CH2:23]3)[N:12]=2)[CH:6]=[CH:7][C:8]=1[O:9][CH3:10].FC(F)(F)C(O)=O.C(=O)(O)[O-].[Na+], predict the reaction product. The product is: [NH2:30][CH2:29][C:28]([N:25]1[CH2:24][CH2:23][CH:22]([N:13]2[N:12]=[C:11]([C:5]3[CH:6]=[CH:7][C:8]([O:9][CH3:10])=[C:3]([O:2][CH3:1])[CH:4]=3)[CH2:20][C:15]3([CH2:19][CH2:18][CH2:17][CH2:16]3)[C:14]2=[O:21])[CH2:27][CH2:26]1)=[O:38]. (7) Given the reactants [Cl:1][C:2]1[CH:7]=[C:6]([F:8])[CH:5]=[CH:4][C:3]=1[CH:9]1[C:14]([C:15]([O:17][CH2:18][CH3:19])=[O:16])=[C:13]([CH3:20])[NH:12][C:11]([C:21]2[CH:22]=[N:23][CH:24]=[CH:25][CH:26]=2)=[N:10]1.C1C(=O)N([Br:34])C(=O)C1, predict the reaction product. The product is: [Br:34][CH2:20][C:13]1[NH:12][C:11]([C:21]2[CH:22]=[N:23][CH:24]=[CH:25][CH:26]=2)=[N:10][CH:9]([C:3]2[CH:4]=[CH:5][C:6]([F:8])=[CH:7][C:2]=2[Cl:1])[C:14]=1[C:15]([O:17][CH2:18][CH3:19])=[O:16]. (8) Given the reactants CN(CC)C.[CH2:6]([N:13]1[CH2:35][CH2:34][N:16]2[C:17]3[CH:33]=[CH:32][CH:31]=[CH:30][C:18]=3[N:19]([C:22]([C:24]3[CH:29]=[CH:28][N:27]=[CH:26][CH:25]=3)=O)[CH2:20][CH2:21][CH:15]2[CH2:14]1)[C:7]1[CH:12]=[CH:11][CH:10]=[CH:9][CH:8]=1, predict the reaction product. The product is: [CH2:6]([N:13]1[CH2:35][CH2:34][N:16]2[C:17]3[CH:33]=[CH:32][CH:31]=[CH:30][C:18]=3[N:19]([CH2:22][C:24]3[CH:25]=[CH:26][N:27]=[CH:28][CH:29]=3)[CH2:20][CH2:21][CH:15]2[CH2:14]1)[C:7]1[CH:12]=[CH:11][CH:10]=[CH:9][CH:8]=1. (9) Given the reactants Cl[C:2]1[CH:11]=[CH:10][C:9]2[N:8]=[CH:7][C:6]3[CH2:12][N:13]([CH3:28])[C:14](=[O:27])[N:15]([C:16]4[CH:21]=[CH:20][C:19]([C:22]([CH3:26])([CH3:25])[C:23]#[N:24])=[CH:18][CH:17]=4)[C:5]=3[C:4]=2[N:3]=1.[CH3:29][O:30][C:31]1[N:36]=[CH:35][C:34](B(O)O)=[CH:33][CH:32]=1.C(=O)([O-])[O-].[Na+].[Na+], predict the reaction product. The product is: [CH3:29][O:30][C:31]1[N:36]=[CH:35][C:34]([C:2]2[CH:11]=[CH:10][C:9]3[N:8]=[CH:7][C:6]4[CH2:12][N:13]([CH3:28])[C:14](=[O:27])[N:15]([C:16]5[CH:21]=[CH:20][C:19]([C:22]([CH3:26])([CH3:25])[C:23]#[N:24])=[CH:18][CH:17]=5)[C:5]=4[C:4]=3[N:3]=2)=[CH:33][CH:32]=1. (10) Given the reactants [Br:1][C:2]1[CH:7]=[CH:6][C:5]([OH:8])=[C:4]([Cl:9])[CH:3]=1.C([O-])([O-])=O.[K+].[K+].Br[CH:17]([CH3:19])[CH3:18], predict the reaction product. The product is: [Br:1][C:2]1[CH:7]=[CH:6][C:5]([O:8][CH:17]([CH3:19])[CH3:18])=[C:4]([Cl:9])[CH:3]=1.